Dataset: Forward reaction prediction with 1.9M reactions from USPTO patents (1976-2016). Task: Predict the product of the given reaction. (1) Given the reactants [OH:1][CH:2]([CH3:17])[CH2:3][CH:4]1[CH2:9][CH2:8][N:7](C(OC(C)(C)C)=O)[CH2:6][CH2:5]1.[ClH:18].CCOC(C)=O, predict the reaction product. The product is: [ClH:18].[OH:1][CH:2]([CH3:17])[CH2:3][CH:4]1[CH2:9][CH2:8][NH:7][CH2:6][CH2:5]1. (2) The product is: [Cl:48][C:49]1[CH:54]=[C:53]([C:55]([F:56])([F:57])[F:58])[CH:52]=[CH:51][C:50]=1[C:14]1[C:13]2[C:17](=[CH:18][C:10]([S:7]([N:6]([CH2:5][C:4]3[CH:34]=[CH:35][C:36]([O:38][CH3:39])=[CH:37][C:3]=3[O:2][CH3:1])[C:29]3[S:33][N:32]=[CH:31][N:30]=3)(=[O:8])=[O:9])=[CH:11][CH:12]=2)[N:16]([CH3:19])[CH:15]=1. Given the reactants [CH3:1][O:2][C:3]1[CH:37]=[C:36]([O:38][CH3:39])[CH:35]=[CH:34][C:4]=1[CH2:5][N:6]([C:29]1[S:33][N:32]=[CH:31][N:30]=1)[S:7]([C:10]1[CH:18]=[C:17]2[C:13]([C:14](B3OC(C)(C)C(C)(C)O3)=[CH:15][N:16]2[CH3:19])=[CH:12][CH:11]=1)(=[O:9])=[O:8].P([O-])([O-])([O-])=O.[K+].[K+].[K+].[Cl:48][C:49]1[CH:54]=[C:53]([C:55]([F:58])([F:57])[F:56])[CH:52]=[CH:51][C:50]=1I, predict the reaction product.